The task is: Regression. Given a peptide amino acid sequence and an MHC pseudo amino acid sequence, predict their binding affinity value. This is MHC class II binding data.. This data is from Peptide-MHC class II binding affinity with 134,281 pairs from IEDB. (1) The peptide sequence is VRVWDVKNAELLNNQ. The MHC is DRB1_1101 with pseudo-sequence DRB1_1101. The binding affinity (normalized) is 0.165. (2) The peptide sequence is PQQPFPQQPQQPYPQQP. The MHC is HLA-DPA10301-DPB10402 with pseudo-sequence HLA-DPA10301-DPB10402. The binding affinity (normalized) is 0.0566. (3) The peptide sequence is FGQNTSAIAAAEAQY. The MHC is DRB1_1201 with pseudo-sequence DRB1_1201. The binding affinity (normalized) is 0.485. (4) The peptide sequence is MAFLEESHPGIFENS. The binding affinity (normalized) is 0.392. The MHC is DRB5_0101 with pseudo-sequence DRB5_0101. (5) The peptide sequence is VEIKEFANAVKLRRS. The MHC is DRB1_0901 with pseudo-sequence DRB1_0901. The binding affinity (normalized) is 0.536. (6) The peptide sequence is SKAALTSKLDAAYKL. The MHC is DRB3_0101 with pseudo-sequence DRB3_0101. The binding affinity (normalized) is 0.405. (7) The peptide sequence is RIDTPDKLTGPFTVR. The MHC is HLA-DPA10201-DPB11401 with pseudo-sequence HLA-DPA10201-DPB11401. The binding affinity (normalized) is 0.223.